From a dataset of Reaction yield outcomes from USPTO patents with 853,638 reactions. Predict the reaction yield, written as a fraction of the theoretical maximum amount of product (1.0 means a 100% yield; for example, 0.34 means a 34% yield). (1) The reactants are [CH3:1][C:2]([O:5][C:6]([NH:8][C@H:9]1[CH2:14][CH2:13][CH2:12][N:11]([C:15]([O:17][CH2:18][C:19]2[CH:24]=[CH:23][CH:22]=[CH:21][CH:20]=2)=[O:16])[CH2:10]1)=[O:7])([CH3:4])[CH3:3].[H-].[Na+].Br[CH2:28][CH2:29][O:30][CH2:31][C:32]1[CH:37]=[CH:36][CH:35]=[CH:34][CH:33]=1.O. The catalyst is CN(C=O)C. The product is [CH3:4][C:2]([O:5][C:6]([N:8]([CH2:28][CH2:29][O:30][CH2:31][C:32]1[CH:37]=[CH:36][CH:35]=[CH:34][CH:33]=1)[C@H:9]1[CH2:14][CH2:13][CH2:12][N:11]([C:15]([O:17][CH2:18][C:19]2[CH:20]=[CH:21][CH:22]=[CH:23][CH:24]=2)=[O:16])[CH2:10]1)=[O:7])([CH3:1])[CH3:3]. The yield is 0.580. (2) The reactants are C[O:2][C:3](=[O:45])[CH2:4][C@H:5]([OH:44])[CH2:6][C@H:7]([OH:43])[CH:8]=[CH:9][C:10]1[N:11]([CH:40]([CH3:42])[CH3:41])[C:12]([C:28](=[O:39])[NH:29][CH2:30][C:31]2[CH:36]=[CH:35][CH:34]=[C:33]([C:37]#[N:38])[CH:32]=2)=[C:13]([C:22]2[CH:27]=[CH:26][CH:25]=[CH:24][CH:23]=2)[C:14]=1[C:15]1[CH:20]=[CH:19][C:18]([F:21])=[CH:17][CH:16]=1.C(O)C.O.[OH-].[Na+:51]. The catalyst is CO.C(Cl)Cl. The product is [Na+:51].[C:37]([C:33]1[CH:32]=[C:31]([CH:36]=[CH:35][CH:34]=1)[CH2:30][NH:29][C:28]([C:12]1[N:11]([CH:40]([CH3:42])[CH3:41])[C:10]([CH:9]=[CH:8][C@@H:7]([OH:43])[CH2:6][C@@H:5]([OH:44])[CH2:4][C:3]([O-:45])=[O:2])=[C:14]([C:15]2[CH:16]=[CH:17][C:18]([F:21])=[CH:19][CH:20]=2)[C:13]=1[C:22]1[CH:27]=[CH:26][CH:25]=[CH:24][CH:23]=1)=[O:39])#[N:38]. The yield is 1.00.